From a dataset of Catalyst prediction with 721,799 reactions and 888 catalyst types from USPTO. Predict which catalyst facilitates the given reaction. (1) Reactant: [CH3:1][O:2][C:3]1[CH:4]=[C:5]2[C:10](=[CH:11][C:12]=1[O:13][CH3:14])[N:9]=[CH:8][CH:7]=[C:6]2[O:15][C:16]1[CH:22]=[CH:21][C:19]([NH2:20])=[C:18]([F:23])[CH:17]=1.ClC(Cl)(O[C:28](=[O:34])OC(Cl)(Cl)Cl)Cl.[C:36]1([NH:42][NH2:43])[CH:41]=[CH:40][CH:39]=[CH:38][CH:37]=1.C(=O)(O)[O-].[Na+]. Product: [CH3:1][O:2][C:3]1[CH:4]=[C:5]2[C:10](=[CH:11][C:12]=1[O:13][CH3:14])[N:9]=[CH:8][CH:7]=[C:6]2[O:15][C:16]1[CH:22]=[CH:21][C:19]([NH:20][C:28]([NH:43][NH:42][C:36]2[CH:41]=[CH:40][CH:39]=[CH:38][CH:37]=2)=[O:34])=[C:18]([F:23])[CH:17]=1. The catalyst class is: 208. (2) Reactant: I[C:2]1[C:7]([O:8][CH3:9])=[C:6]([CH2:10][CH2:11][CH2:12][CH2:13][O:14][CH3:15])[CH:5]=[C:4]([I:16])[N:3]=1.C([Li])CCC.O.[Cl-].[NH4+]. Product: [I:16][C:4]1[CH:5]=[C:6]([CH2:10][CH2:11][CH2:12][CH2:13][O:14][CH3:15])[C:7]([O:8][CH3:9])=[CH:2][N:3]=1. The catalyst class is: 392. (3) Reactant: [NH2:1][C:2]1[N:7]=[C:6](Br)[C:5]([C:9]#[N:10])=[C:4]([S:11][CH3:12])[N:3]=1.[CH3:13][C:14]1[CH:18]=[C:17]([CH3:19])[NH:16][N:15]=1.C(=O)([O-])[O-].[Cs+].[Cs+]. Product: [NH2:1][C:2]1[N:7]=[C:6]([N:15]2[C:14]([CH3:13])=[CH:18][C:17]([CH3:19])=[N:16]2)[C:5]([C:9]#[N:10])=[C:4]([S:11][CH3:12])[N:3]=1. The catalyst class is: 37. (4) Reactant: [Br:1][C:2]1[CH:7]=[CH:6][C:5]([C:8]2(O)[CH2:13][CH2:12][NH:11][CH2:10][CH2:9]2)=[CH:4][CH:3]=1. Product: [Br:1][C:2]1[CH:7]=[CH:6][C:5]([C:8]2[CH2:13][CH2:12][N:11]=[CH:10][CH:9]=2)=[CH:4][CH:3]=1. The catalyst class is: 67. (5) Reactant: [F:1][C:2]([F:10])([F:9])[C:3]([CH3:8])([CH3:7])[C:4]([OH:6])=[O:5].Br[CH2:12][C:13]1[CH:22]=[CH:21][C:20]2[C:15](=[CH:16][CH:17]=[CH:18][CH:19]=2)[CH:14]=1.C(=O)([O-])[O-].[K+].[K+]. Product: [F:1][C:2]([F:10])([F:9])[C:3]([CH3:8])([CH3:7])[C:4]([O:6][CH2:12][C:13]1[CH:22]=[CH:21][C:20]2[C:15](=[CH:16][CH:17]=[CH:18][CH:19]=2)[CH:14]=1)=[O:5]. The catalyst class is: 31.